From a dataset of Reaction yield outcomes from USPTO patents with 853,638 reactions. Predict the reaction yield, written as a fraction of the theoretical maximum amount of product (1.0 means a 100% yield; for example, 0.34 means a 34% yield). (1) The reactants are Br[CH2:2][C:3]1[CH:8]=[CH:7][C:6]([F:9])=[CH:5][C:4]=1[S:10]([N:13]([CH3:15])[CH3:14])(=[O:12])=[O:11].O.[C-:17]#[N:18].[Na+]. The catalyst is CN(C=O)C. The product is [C:17]([CH2:2][C:3]1[CH:8]=[CH:7][C:6]([F:9])=[CH:5][C:4]=1[S:10]([N:13]([CH3:15])[CH3:14])(=[O:12])=[O:11])#[N:18]. The yield is 0.850. (2) The reactants are [NH:1]1[CH2:5][CH2:4][CH2:3][C:2]1=[O:6].[O:7](C(OC(C)(C)C)=O)[C:8]([O:10][C:11]([CH3:14])([CH3:13])[CH3:12])=O. The catalyst is CC#N.CN(C1C=CN=CC=1)C. The product is [O:6]=[C:2]1[CH2:3][CH2:4][CH2:5][N:1]1[C:8]([O:10][C:11]([CH3:14])([CH3:13])[CH3:12])=[O:7]. The yield is 0.960. (3) The reactants are Br[C:2]1[C:7]([C:8]([F:11])([F:10])[F:9])=[CH:6][C:5]([NH:12][C:13]2[N:17]=[C:16]([NH2:18])[NH:15][N:14]=2)=[CH:4][C:3]=1[Cl:19].CN1C(C)(C)CC(SC2C=CC(B3OC(C)(C)C(C)(C)O3)=CC=2)CC1(C)C.CC1(C)C(C)(C)OB([C:55]2[CH:60]=[CH:59][C:58]([S:61]([N:64]3[CH2:69][CH2:68][CH:67]([OH:70])[CH2:66][CH2:65]3)(=[O:63])=[O:62])=[CH:57][CH:56]=2)O1.C([O-])([O-])=O.[K+].[K+]. The catalyst is COCCOC.O1CCOCC1.C1C=CC([P]([Pd]([P](C2C=CC=CC=2)(C2C=CC=CC=2)C2C=CC=CC=2)([P](C2C=CC=CC=2)(C2C=CC=CC=2)C2C=CC=CC=2)[P](C2C=CC=CC=2)(C2C=CC=CC=2)C2C=CC=CC=2)(C2C=CC=CC=2)C2C=CC=CC=2)=CC=1. The product is [NH2:18][C:16]1[NH:15][N:14]=[C:13]([NH:12][C:5]2[CH:6]=[C:7]([C:8]([F:11])([F:10])[F:9])[C:2]([C:55]3[CH:60]=[CH:59][C:58]([S:61]([N:64]4[CH2:69][CH2:68][CH:67]([OH:70])[CH2:66][CH2:65]4)(=[O:63])=[O:62])=[CH:57][CH:56]=3)=[C:3]([Cl:19])[CH:4]=2)[N:17]=1. The yield is 0.290. (4) The reactants are [CH2:1]1[C:5]2([CH2:10][C:9](=[O:11])[CH2:8][C:7](=[O:12])[CH2:6]2)[CH2:4][CH2:3][CH2:2]1. The catalyst is C(O)C(C)C. The product is [CH2:4]([O:12][C:7]1[CH2:6][C:5]2([CH2:1][CH2:2][CH2:3][CH2:4]2)[CH2:10][C:9](=[O:11])[CH:8]=1)[CH:5]([CH3:6])[CH3:1]. The yield is 0.560. (5) The reactants are [Br:1][C:2]1[CH:7]=[CH:6][C:5]([C:8]2(O)[C:16]3[C:11](=[CH:12][CH:13]=[CH:14][CH:15]=3)[N:10]([CH2:17][C:18]3[O:19][C:20]([C:23]([F:26])([F:25])[F:24])=[CH:21][CH:22]=3)[C:9]2=[O:27])=[C:4]([OH:29])[CH:3]=1.C([SiH](CC)CC)C.FC(F)(F)C(O)=O. No catalyst specified. The product is [Br:1][C:2]1[CH:7]=[CH:6][C:5]([CH:8]2[C:16]3[C:11](=[CH:12][CH:13]=[CH:14][CH:15]=3)[N:10]([CH2:17][C:18]3[O:19][C:20]([C:23]([F:26])([F:25])[F:24])=[CH:21][CH:22]=3)[C:9]2=[O:27])=[C:4]([OH:29])[CH:3]=1. The yield is 0.820. (6) The yield is 0.950. The catalyst is C(O)(=O)C. The product is [O:1]1[CH:5]=[CH:4][CH:3]=[C:2]1[CH2:6][CH2:7][C:8]1[CH:15]=[CH:14][C:11](/[CH:12]=[CH:19]/[N+:16]([O-:18])=[O:17])=[CH:10][CH:9]=1. The reactants are [O:1]1[CH:5]=[CH:4][CH:3]=[C:2]1[CH2:6][CH2:7][C:8]1[CH:15]=[CH:14][C:11]([CH:12]=O)=[CH:10][CH:9]=1.[N+:16]([CH3:19])([O-:18])=[O:17].C([O-])(=O)C.[NH4+].